From a dataset of Forward reaction prediction with 1.9M reactions from USPTO patents (1976-2016). Predict the product of the given reaction. (1) Given the reactants [C:1]([O:5][C:6]([NH:8][CH2:9][C@H:10]1[CH2:15][CH2:14][C@H:13]([C:16]([NH:18][C@H:19]([C:37](=[O:50])[NH:38][C:39]2[CH:44]=[CH:43][C:42]([C:45]3[N:46]=[N:47][NH:48][N:49]=3)=[CH:41][CH:40]=2)[CH2:20][C:21]2[CH:26]=[CH:25][C:24]([C:27]3[CH:32]=[CH:31][C:30]([C:33](O)=[O:34])=[CH:29][C:28]=3[Cl:36])=[CH:23][CH:22]=2)=[O:17])[CH2:12][CH2:11]1)=[O:7])([CH3:4])([CH3:3])[CH3:2].[NH2:51][CH:52]1[CH2:57][CH2:56][N:55]([C:58]([O:60][C:61]([CH3:64])([CH3:63])[CH3:62])=[O:59])[CH2:54][CH2:53]1.F[P-](F)(F)(F)(F)F.CN(C(ON1C2=NC=CC=C2N=N1)=[N+](C)C)C.C(N(CC)C(C)C)(C)C, predict the reaction product. The product is: [C:1]([O:5][C:6]([NH:8][CH2:9][C@H:10]1[CH2:15][CH2:14][C@H:13]([C:16]([NH:18][C@H:19]([C:37](=[O:50])[NH:38][C:39]2[CH:44]=[CH:43][C:42]([C:45]3[N:46]=[N:47][NH:48][N:49]=3)=[CH:41][CH:40]=2)[CH2:20][C:21]2[CH:26]=[CH:25][C:24]([C:27]3[CH:32]=[CH:31][C:30]([C:33]([NH:51][CH:52]4[CH2:53][CH2:54][N:55]([C:58]([O:60][C:61]([CH3:64])([CH3:63])[CH3:62])=[O:59])[CH2:56][CH2:57]4)=[O:34])=[CH:29][C:28]=3[Cl:36])=[CH:23][CH:22]=2)=[O:17])[CH2:12][CH2:11]1)=[O:7])([CH3:4])([CH3:2])[CH3:3]. (2) Given the reactants [CH3:1][N:2]([CH3:24])[S:3]([N:6]1[C:10]([CH:11]([C:13]2[CH:22]=[CH:21][C:16]3[O:17][CH2:18][CH2:19][O:20][C:15]=3[CH:14]=2)O)=[C:9]([CH3:23])[N:8]=[CH:7]1)(=[O:5])=[O:4].[F-].C([N+](CCCC)(CCCC)CCCC)CCC, predict the reaction product. The product is: [CH3:24][N:2]([CH3:1])[S:3]([N:6]1[C:10]([CH2:11][C:13]2[CH:22]=[CH:21][C:16]3[O:17][CH2:18][CH2:19][O:20][C:15]=3[CH:14]=2)=[C:9]([CH3:23])[N:8]=[CH:7]1)(=[O:4])=[O:5]. (3) Given the reactants [CH:1]1([S:4]([C:16]2[CH:21]=[CH:20][C:19]([N+:22]([O-])=O)=[CH:18][CH:17]=2)(=[N:6][S:7]([CH2:10][CH2:11][Si:12]([CH3:15])([CH3:14])[CH3:13])(=[O:9])=[O:8])=[O:5])[CH2:3][CH2:2]1.Cl.[OH-].[Na+].C(OCC)(=O)C, predict the reaction product. The product is: [NH2:22][C:19]1[CH:20]=[CH:21][C:16]([S:4]([CH:1]2[CH2:3][CH2:2]2)(=[N:6][S:7]([CH2:10][CH2:11][Si:12]([CH3:14])([CH3:15])[CH3:13])(=[O:8])=[O:9])=[O:5])=[CH:17][CH:18]=1. (4) Given the reactants [C:1]([C:3]1[CH:21]=[C:20]([N+:22]([O-])=O)[CH:19]=[CH:18][C:4]=1[N:5]([CH2:12][CH2:13][CH2:14][CH2:15][CH2:16][CH3:17])[CH2:6][CH2:7][CH2:8][CH2:9][CH2:10][CH3:11])#[N:2], predict the reaction product. The product is: [C:1]([C:3]1[CH:21]=[C:20]([NH2:22])[CH:19]=[CH:18][C:4]=1[N:5]([CH2:12][CH2:13][CH2:14][CH2:15][CH2:16][CH3:17])[CH2:6][CH2:7][CH2:8][CH2:9][CH2:10][CH3:11])#[N:2]. (5) Given the reactants [Cl:1][C:2]1[C:10]2[N:9]=[C:8]([NH:11][C:12]3[C:17]([CH3:18])=[CH:16][C:15]([Cl:19])=[CH:14][C:13]=3[O:20][CH3:21])[N:7]([CH2:22][C:23](OC(C)C)=[O:24])[C:6]=2[C:5]([CH:29]([CH2:32][CH3:33])[CH2:30][CH3:31])=[CH:4][CH:3]=1.[BH4-].[Li+], predict the reaction product. The product is: [Cl:1][C:2]1[C:10]2[N:9]=[C:8]([NH:11][C:12]3[C:17]([CH3:18])=[CH:16][C:15]([Cl:19])=[CH:14][C:13]=3[O:20][CH3:21])[N:7]([CH2:22][CH2:23][OH:24])[C:6]=2[C:5]([CH:29]([CH2:32][CH3:33])[CH2:30][CH3:31])=[CH:4][CH:3]=1. (6) The product is: [Cl:1][C:2]1[CH:8]=[C:7]([Cl:9])[C:6]([O:10][CH3:11])=[CH:5][C:3]=1[NH:4][C:15]1[C:20]([C:21]#[N:22])=[CH:19][N:18]=[C:17]2[S:23][C:24]([CH3:26])=[CH:25][C:16]=12. Given the reactants [Cl:1][C:2]1[CH:8]=[C:7]([Cl:9])[C:6]([O:10][CH3:11])=[CH:5][C:3]=1[NH2:4].[H-].[Na+].Cl[C:15]1[C:20]([C:21]#[N:22])=[CH:19][N:18]=[C:17]2[S:23][C:24]([CH3:26])=[CH:25][C:16]=12, predict the reaction product. (7) Given the reactants [S:1]([N:11]1[C:19]2[CH2:18][CH2:17][CH2:16][CH:15](O)[C:14]=2[CH:13]=[N:12]1)([C:4]1[CH:10]=[CH:9][C:7]([CH3:8])=[CH:6][CH:5]=1)(=[O:3])=[O:2].[Br:21][C:22]1[C:30]2[C:25](=[N:26][CH:27]=[N:28][C:29]=2[NH:31][CH2:32][C:33]2[CH:38]=[CH:37][C:36]([O:39][CH3:40])=[CH:35][C:34]=2[O:41][CH3:42])[NH:24][N:23]=1.C1C=CC(P(C2C=CC=CC=2)C2C=CC=CC=2)=CC=1.CC(OC(/N=N/C(OC(C)C)=O)=O)C, predict the reaction product. The product is: [Br:21][C:22]1[C:30]2[C:25](=[N:26][CH:27]=[N:28][C:29]=2[NH:31][CH2:32][C:33]2[CH:38]=[CH:37][C:36]([O:39][CH3:40])=[CH:35][C:34]=2[O:41][CH3:42])[N:24]([CH:15]2[CH2:16][CH2:17][CH2:18][C:19]3[N:11]([S:1]([C:4]4[CH:10]=[CH:9][C:7]([CH3:8])=[CH:6][CH:5]=4)(=[O:2])=[O:3])[N:12]=[CH:13][C:14]2=3)[N:23]=1. (8) Given the reactants C([C:9]1[CH:14]=[CH:13][C:12]([OH:15])=[C:11]([CH:16]=[CH:17][C:18]2C=[CH:22][CH:21]=[CH:20][CH:19]=2)[C:10]=1C=CC1C=CC=CC=1)=CC1C=CC=CC=1.S([O-])([O-])(=O)=O, predict the reaction product. The product is: [CH2:12]([OH:15])[CH2:13][CH2:14][CH2:9][CH2:10][CH2:11][CH2:16][CH2:17][CH2:18][CH2:19][CH2:20][CH2:21][CH3:22]. (9) The product is: [Br:1][C:2]1[CH:10]=[C:6]([C:7]([N:33]2[CH2:34][CH2:35][CH2:36][N:30]([CH:26]3[CH2:27][CH2:28][CH2:29]3)[CH2:31][CH2:32]2)=[O:9])[CH:5]=[N:4][CH:3]=1. Given the reactants [Br:1][C:2]1[CH:3]=[N:4][CH:5]=[C:6]([CH:10]=1)[C:7]([OH:9])=O.C(Cl)(=O)C(Cl)=O.CCN(CC)CC.Cl.Cl.[CH:26]1([N:30]2[CH2:36][CH2:35][CH2:34][NH:33][CH2:32][CH2:31]2)[CH2:29][CH2:28][CH2:27]1, predict the reaction product. (10) Given the reactants [CH3:1][C:2]1[CH:3]=[C:4]([NH2:9])[C:5]([NH2:8])=[N:6][CH:7]=1.[F:10][C:11]1[CH:16]=[CH:15][C:14]([C:17](=O)[C:18]([C:20]2[CH:25]=[CH:24][C:23]([F:26])=[CH:22][CH:21]=2)=O)=[CH:13][CH:12]=1, predict the reaction product. The product is: [F:10][C:11]1[CH:12]=[CH:13][C:14]([C:17]2[N:9]=[C:4]3[CH2:3][CH:2]([CH3:1])[CH2:7][NH:6][C:5]3=[N:8][C:18]=2[C:20]2[CH:21]=[CH:22][C:23]([F:26])=[CH:24][CH:25]=2)=[CH:15][CH:16]=1.